From a dataset of Full USPTO retrosynthesis dataset with 1.9M reactions from patents (1976-2016). Predict the reactants needed to synthesize the given product. (1) Given the product [C:1]([C:5]1[N:10]=[C:9]([O:11][CH2:12][CH3:13])[C:8]([C:14]2[N:15]([C:35]([N:46]3[CH2:47][CH2:48][CH:43]([N:38]4[CH2:42][CH2:41][CH2:40][CH2:39]4)[CH2:44][CH2:45]3)=[O:36])[C:16]([C:28]3[CH:33]=[CH:32][C:31]([Cl:34])=[CH:30][CH:29]=3)([CH3:27])[C:17]([C:20]3[CH:25]=[CH:24][C:23]([Cl:26])=[CH:22][CH:21]=3)([CH3:19])[N:18]=2)=[CH:7][N:6]=1)([CH3:2])([CH3:3])[CH3:4], predict the reactants needed to synthesize it. The reactants are: [C:1]([C:5]1[N:10]=[C:9]([O:11][CH2:12][CH3:13])[C:8]([C:14]2[N:15]([C:35](Cl)=[O:36])[C:16]([C:28]3[CH:33]=[CH:32][C:31]([Cl:34])=[CH:30][CH:29]=3)([CH3:27])[C:17]([C:20]3[CH:25]=[CH:24][C:23]([Cl:26])=[CH:22][CH:21]=3)([CH3:19])[N:18]=2)=[CH:7][N:6]=1)([CH3:4])([CH3:3])[CH3:2].[N:38]1([CH:43]2[CH2:48][CH2:47][NH:46][CH2:45][CH2:44]2)[CH2:42][CH2:41][CH2:40][CH2:39]1. (2) Given the product [F:1][C:2]1[CH:3]=[CH:4][C:5]([C@@H:8]2[CH2:10][C@H:9]2[CH2:11][NH2:12])=[CH:6][CH:7]=1, predict the reactants needed to synthesize it. The reactants are: [F:1][C:2]1[CH:7]=[CH:6][C:5]([C@@H:8]2[CH2:10][C@H:9]2[CH2:11][N:12]2C(=O)C3C(=CC=CC=3)C2=O)=[CH:4][CH:3]=1.O.NN. (3) Given the product [CH3:11][C:3]1[CH:1]=[C:25]([CH:6]=[C:5]([CH3:10])[CH:4]=1)[NH:23][C:13]1[C:12]2[C:11](=[CH:19][CH:18]=[CH:17][CH:16]=2)[C:3]([CH2:4][C:5]2[CH:10]=[CH:9][N:8]=[CH:7][CH:6]=2)=[CH:1][N:2]=1, predict the reactants needed to synthesize it. The reactants are: [C:1]([C:3]([C:11]1[CH:19]=[CH:18][CH:17]=[CH:16][C:12]=1[C:13](O)=O)=[CH:4][C:5]1[CH:10]=[CH:9][N:8]=[CH:7][CH:6]=1)#[N:2].COC(OC)[N:23]([CH3:25])C. (4) Given the product [F:19][C:17]1[CH:18]=[C:13]([C:11]2[O:1][N:2]=[C:3]([C:4]3[CH:5]=[N:6][CH:7]=[CH:8][CH:9]=3)[CH:12]=2)[CH:14]=[C:15]([F:20])[CH:16]=1, predict the reactants needed to synthesize it. The reactants are: [OH:1][N:2]=[C:3](Cl)[C:4]1[CH:9]=[CH:8][CH:7]=[N:6][CH:5]=1.[C:11]([C:13]1[CH:18]=[C:17]([F:19])[CH:16]=[C:15]([F:20])[CH:14]=1)#[CH:12].N. (5) The reactants are: C(O)C.NC1CC2NC3C=CC(C#N)=CC=3C=2C1.[NH:19]1[C:23](=[O:24])[CH2:22][CH2:21][C@@H:20]1[C:25]([OH:27])=[O:26]. Given the product [NH:19]1[C:23](=[O:24])[CH2:22][CH2:21][C@H:20]1[C:25]([OH:27])=[O:26], predict the reactants needed to synthesize it. (6) Given the product [O:44]=[C:35]1[C:36]2[C:37](=[CH:40][CH:41]=[CH:42][CH:43]=2)[C:38](=[O:39])[N:34]1[CH2:33][CH2:32][CH2:31][CH2:30][N:8]1[C:14]2[CH:15]=[CH:16][CH:17]=[CH:18][C:13]=2[C:12]([C:19]2[CH:20]=[CH:21][CH:22]=[CH:23][CH:24]=2)=[N:11][C@@H:10]([NH:25][C:47]([N:60]2[CH2:61][CH2:62][CH:63]([N:66]3[CH2:75][C:74]4[C:69](=[CH:70][CH:71]=[CH:72][CH:73]=4)[NH:68][C:67]3=[O:76])[CH2:64][CH2:65]2)=[O:48])[C:9]1=[O:26], predict the reactants needed to synthesize it. The reactants are: C(OC([N:8]1[C:14]2[CH:15]=[CH:16][CH:17]=[CH:18][C:13]=2[C:12]([C:19]2[CH:24]=[CH:23][CH:22]=[CH:21][CH:20]=2)=[N:11][C@@H:10]([NH2:25])[C:9]1=[O:26])=O)(C)(C)C.[H-].[Na+].Br[CH2:30][CH2:31][CH2:32][CH2:33][N:34]1[C:38](=[O:39])[C:37]2=[CH:40][CH:41]=[CH:42][CH:43]=[C:36]2[C:35]1=[O:44].FC(F)(F)[C:47](O)=[O:48].C(N(CC)CC)C.Cl.[NH:60]1[CH2:65][CH2:64][CH:63]([N:66]2[CH2:75][C:74]3[C:69](=[CH:70][CH:71]=[CH:72][CH:73]=3)[NH:68][C:67]2=[O:76])[CH2:62][CH2:61]1. (7) Given the product [CH3:15][O:16][C:17]1[CH:24]=[C:23]([O:25][CH3:26])[CH:22]=[CH:21][C:18]=1[CH2:19][NH:20][C:8]1[CH:13]=[CH:12][C:11]([F:14])=[CH:10][N:9]=1, predict the reactants needed to synthesize it. The reactants are: C(=O)([O-])[O-].[K+].[K+].F[C:8]1[CH:13]=[CH:12][C:11]([F:14])=[CH:10][N:9]=1.[CH3:15][O:16][C:17]1[CH:24]=[C:23]([O:25][CH3:26])[CH:22]=[CH:21][C:18]=1[CH2:19][NH2:20].O. (8) The reactants are: [ClH:1].[CH3:2][NH:3][CH2:4][CH2:5][CH2:6][CH2:7][CH2:8][CH2:9][CH2:10][CH2:11][CH2:12][CH2:13]CC.[C:16]([N:18]=[C:19]([NH2:21])[NH2:20])#[N:17].[CH2:22](O)[CH3:23]. Given the product [ClH:1].[CH2:4]([N:3]([CH3:2])[C:16](=[NH:17])[NH:18][C:19](=[NH:20])[NH2:21])[CH2:5][CH2:6][CH2:7][CH2:8][CH2:9][CH2:10][CH2:11][CH2:12][CH2:13][CH2:22][CH3:23], predict the reactants needed to synthesize it. (9) Given the product [CH2:1]([N:8]([C@@H:9]([CH2:12][CH2:13][OH:14])[CH2:10][OH:11])[C:24](=[O:25])[CH:23]([Cl:22])[CH3:27])[C:2]1[CH:7]=[CH:6][CH:5]=[CH:4][CH:3]=1, predict the reactants needed to synthesize it. The reactants are: [CH2:1]([NH:8][C@@H:9]([CH2:12][CH2:13][OH:14])[CH2:10][OH:11])[C:2]1[CH:7]=[CH:6][CH:5]=[CH:4][CH:3]=1.C(N(CC)CC)C.[Cl:22][CH:23]([CH3:27])[C:24](Cl)=[O:25].